Dataset: Forward reaction prediction with 1.9M reactions from USPTO patents (1976-2016). Task: Predict the product of the given reaction. (1) Given the reactants [CH3:1][O:2][C:3]1[CH:4]=[C:5]2[C:10](=[CH:11][C:12]=1[O:13][CH3:14])[N:9]=[CH:8][CH:7]=[C:6]2[O:15][C:16]1[C:22]([CH3:23])=[CH:21][C:19]([NH2:20])=[C:18]([CH3:24])[CH:17]=1.Cl[C:26](Cl)([O:28][C:29](=[O:35])OC(Cl)(Cl)Cl)Cl.C[C:38]1[CH:43]=[CH:42][CH:41]=[C:40]([CH3:44])[C:39]=1O.C(=O)(O)[O-].[Na+], predict the reaction product. The product is: [CH3:1][O:2][C:3]1[CH:4]=[C:5]2[C:10](=[CH:11][C:12]=1[O:13][CH3:14])[N:9]=[CH:8][CH:7]=[C:6]2[O:15][C:16]1[C:22]([CH3:23])=[CH:21][C:19]([NH:20][C:29](=[O:35])[O:28][C:26]2[C:42]([CH3:41])=[CH:43][CH:38]=[CH:39][C:40]=2[CH3:44])=[C:18]([CH3:24])[CH:17]=1. (2) Given the reactants C([Li])CCC.[Br:6][C:7]1[N:8]=[C:9]([C:28]2[CH:33]=[CH:32][CH:31]=[CH:30][CH:29]=2)[N:10]([CH2:13][C:14]([N:16]2[CH2:21][CH2:20][N:19]([C:22]3[N:27]=[CH:26][CH:25]=[CH:24][N:23]=3)[CH2:18][CH2:17]2)=[O:15])[C:11]=1Br.O, predict the reaction product. The product is: [Br:6][C:7]1[N:8]=[C:9]([C:28]2[CH:33]=[CH:32][CH:31]=[CH:30][CH:29]=2)[N:10]([CH2:13][C:14]([N:16]2[CH2:17][CH2:18][N:19]([C:22]3[N:27]=[CH:26][CH:25]=[CH:24][N:23]=3)[CH2:20][CH2:21]2)=[O:15])[CH:11]=1. (3) The product is: [CH2:1]([O:3][C:4]1[CH:9]=[CH:8][C:7]([C:24]2[N:28]3[C@@H:29]([CH2:34][C:35]4[N:36]=[CH:37][NH:38][CH:39]=4)[CH2:30][NH:31][C:32](=[O:33])[C:27]3=[CH:26][C:25]=2[C:46]2[CH:51]=[CH:50][CH:49]=[C:48]([O:52][C:53]([F:54])([F:56])[F:55])[CH:47]=2)=[CH:6][C:5]=1[F:13])[CH3:2]. Given the reactants [CH2:1]([O:3][C:4]1[CH:9]=[CH:8][C:7](B(O)O)=[CH:6][C:5]=1[F:13])[CH3:2].C(=O)([O-])[O-].[Cs+].[Cs+].ClCCl.I[C:24]1[N:28]2[C@@H:29]([CH2:34][C:35]3[N:36]=[CH:37][N:38](S(N(C)C)(=O)=O)[CH:39]=3)[CH2:30][NH:31][C:32](=[O:33])[C:27]2=[CH:26][C:25]=1[C:46]1[CH:51]=[CH:50][CH:49]=[C:48]([O:52][C:53]([F:56])([F:55])[F:54])[CH:47]=1, predict the reaction product. (4) Given the reactants [CH:1]1([C@@H:4]([C:9]2[CH:14]=[CH:13][CH:12]=[C:11]([O:15][CH2:16][C:17]3[CH:22]=[CH:21][C:20]([C:23]4[CH:28]=[C:27]([O:29][CH3:30])[CH:26]=[CH:25][C:24]=4[F:31])=[C:19]([C@H:32](F)[C:33]([CH3:36])([CH3:35])[CH3:34])[CH:18]=3)[C:10]=2[F:38])[CH2:5][C:6]([OH:8])=[O:7])[CH2:3][CH2:2]1.C1([C@@H](C2C=CC=C(OCC3C=CC(C4C=C(OC)C=CC=4F)=C([C@@H](F)C(C)(C)C)C=3)C=2F)C[C:44](O)=[O:45])CC1.C1([C@H](C2C=CC=C(OCC3C=CC(C4C=C(OC)C=CC=4F)=C([C@H](F)C(C)(C)C)C=3)C=2F)CC(O)=O)CC1.C1([C@H](C2C=CC=C(OCC3C=CC(C4C=C(OC)C=CC=4F)=C([C@@H](F)C(C)(C)C)C=3)C=2F)CC(O)=O)CC1, predict the reaction product. The product is: [CH:1]1([C@H:4]([C:9]2[CH:14]=[CH:13][CH:12]=[C:11]([O:15][CH2:16][C:17]3[CH:22]=[CH:21][C:20]([C:23]4[CH:28]=[C:27]([O:29][CH3:30])[CH:26]=[CH:25][C:24]=4[F:31])=[C:19]([C@@H:32]([O:45][CH3:44])[C:33]([CH3:34])([CH3:35])[CH3:36])[CH:18]=3)[C:10]=2[F:38])[CH2:5][C:6]([OH:8])=[O:7])[CH2:2][CH2:3]1. (5) The product is: [F:14][C:8]1[CH:9]=[CH:10][CH:11]=[C:12]([F:13])[C:7]=1[C:5]1[O:6][C:2]([NH:32][C:29]2[CH:30]=[CH:31][C:26]([O:25][CH3:24])=[CH:27][CH:28]=2)=[C:3]([C:15]([NH2:17])=[O:16])[N:4]=1. Given the reactants Br[C:2]1[O:6][C:5]([C:7]2[C:12]([F:13])=[CH:11][CH:10]=[CH:9][C:8]=2[F:14])=[N:4][C:3]=1[C:15]([NH2:17])=[O:16].CC(C)([O-])C.[Na+].[CH3:24][O:25][C:26]1[CH:31]=[CH:30][C:29]([NH2:32])=[CH:28][CH:27]=1, predict the reaction product. (6) Given the reactants Br[C:2]1[C:10]([N+:11]([O-:13])=[O:12])=[CH:9][CH:8]=[CH:7][C:3]=1[C:4]([OH:6])=[O:5].[CH:14]1([NH2:17])[CH2:16][CH2:15]1, predict the reaction product. The product is: [CH:14]1([NH:17][C:2]2[C:10]([N+:11]([O-:13])=[O:12])=[CH:9][CH:8]=[CH:7][C:3]=2[C:4]([OH:6])=[O:5])[CH2:16][CH2:15]1. (7) The product is: [Cl:1][C:2]1[CH:7]=[CH:6][CH:5]=[CH:4][C:3]=1[C:8]1[C:14]2[CH:15]=[C:16]([CH3:21])[C:17]([O:19][CH3:20])=[CH:18][C:13]=2[N:12]=[C:11]2[NH:33][NH:27][CH:29]=[C:10]2[N:9]=1. Given the reactants [Cl:1][C:2]1[CH:7]=[CH:6][CH:5]=[CH:4][C:3]=1[C:8]1[C:14]2[CH:15]=[C:16]([CH3:21])[C:17]([O:19][CH3:20])=[CH:18][C:13]=2[NH:12][C:11](=S)[CH2:10][N:9]=1.C(OC(OCC)[N:27]([CH3:29])C)C.[NH2:33]N, predict the reaction product. (8) Given the reactants C(OC(N[C:9]1[CH2:10][C:11](C(O)=O)=[CH:12][C:13]2[CH:19]=CC(C3C=CC(C(N4CCCC4)=O)=CC=3)=C[C:14]=2[N:15]=1)=O)(C)(C)C.NO.[CH2:38]([NH:41][C:42]([C:44]1=[CH:45][C:46]2[CH:62]=[CH:61][C:60]([C:63]3[CH:68]=[CH:67][C:66]([C:69]([N:71]4[CH2:75][CH2:74][CH2:73][CH2:72]4)=[O:70])=[CH:65][CH:64]=3)=[CH:59][C:47]=2[N:48]=[C:49]([NH:51][C:52](=[O:58])[O:53][C:54]([CH3:57])([CH3:56])[CH3:55])[CH2:50]1)=[O:43])[CH2:39][CH3:40].C1C=CC2N(O)N=NC=2C=1.CCN=C=NCCCN(C)C.C(N(CC)CC)C.C(N)CC, predict the reaction product. The product is: [CH3:12][C:13]([OH:43])([CH3:19])[CH2:14][NH:15][CH2:9][CH2:10][CH3:11].[CH2:38]([NH:41][C:42]([C:44]1=[CH:45][C:46]2[CH:62]=[CH:61][C:60]([C:63]3[CH:68]=[CH:67][C:66]([C:69]([N:71]4[CH2:75][CH2:74][CH2:73][CH2:72]4)=[O:70])=[CH:65][CH:64]=3)=[CH:59][C:47]=2[N:48]=[C:49]([NH:51][C:52](=[O:58])[O:53][C:54]([CH3:57])([CH3:55])[CH3:56])[CH2:50]1)=[O:43])[CH2:39][CH3:40]. (9) Given the reactants [Cl-].[CH3:2][C:3]1([CH3:10])[O:7][C@@H:6]([CH2:8][NH3+:9])[CH2:5][CH2:4]1.[Br:11][C:12]1[CH:17]=[CH:16][N:15]2[C:18]([C:21]([NH:23][C:24]3[CH:25]=[C:26]([CH:30]=[CH:31][C:32]=3[F:33])[C:27](O)=[O:28])=[O:22])=[CH:19][N:20]=[C:14]2[CH:13]=1, predict the reaction product. The product is: [Br:11][C:12]1[CH:17]=[CH:16][N:15]2[C:18]([C:21]([NH:23][C:24]3[CH:25]=[C:26]([C:27](=[O:28])[NH:9][CH2:8][C@@H:6]4[CH2:5][CH2:4][C:3]([CH3:10])([CH3:2])[O:7]4)[CH:30]=[CH:31][C:32]=3[F:33])=[O:22])=[CH:19][N:20]=[C:14]2[CH:13]=1. (10) Given the reactants [S:1]1[CH:5]=[CH:4][N:3]=[C:2]1[CH2:6][NH:7][C:8](=[O:14])[O:9][C:10]([CH3:13])([CH3:12])[CH3:11].C1C(=O)N([Br:22])C(=O)C1, predict the reaction product. The product is: [Br:22][C:5]1[S:1][C:2]([CH2:6][NH:7][C:8](=[O:14])[O:9][C:10]([CH3:11])([CH3:13])[CH3:12])=[N:3][CH:4]=1.